The task is: Predict the product of the given reaction.. This data is from Forward reaction prediction with 1.9M reactions from USPTO patents (1976-2016). (1) Given the reactants Cl[C:2]1[C:11]2[C:6](=[CH:7][CH:8]=[C:9]([I:12])[CH:10]=2)[N:5]=[CH:4][N:3]=1.[NH:13]1[CH:22]2[CH:17]([CH:18]=[CH:19][CH:20]=[CH:21]2)[C:16](=[O:23])[CH2:15][CH2:14]1.C(N(CC)CC)C.N1C2C(=CC=CC=2)C=NC=1, predict the reaction product. The product is: [I:12][C:9]1[CH:10]=[C:11]2[C:6](=[CH:7][CH:8]=1)[N:5]=[CH:4][N:3]=[C:2]2[N:13]1[CH:22]2[CH:17]([CH:18]=[CH:19][CH:20]=[CH:21]2)[C:16](=[O:23])[CH2:15][CH2:14]1. (2) Given the reactants [Cl:1][C:2]1[CH:7]=[CH:6][C:5](B(O)O)=[CH:4][CH:3]=1.C(=O)([O-])[O-].[K+].[K+].[CH2:17]([NH:21][C:22](=[O:40])[C:23]1[CH:28]=[CH:27][C:26]([CH2:29][CH2:30][O:31][C:32]2[CH:37]=[CH:36][C:35]([Cl:38])=[C:34](I)[CH:33]=2)=[CH:25][CH:24]=1)[CH:18]([CH3:20])[CH3:19].[Cl-].[NH4+], predict the reaction product. The product is: [CH2:17]([NH:21][C:22](=[O:40])[C:23]1[CH:28]=[CH:27][C:26]([CH2:29][CH2:30][O:31][C:32]2[CH:37]=[CH:36][C:35]([Cl:38])=[C:34]([C:5]3[CH:6]=[CH:7][C:2]([Cl:1])=[CH:3][CH:4]=3)[CH:33]=2)=[CH:25][CH:24]=1)[CH:18]([CH3:20])[CH3:19].